From a dataset of Full USPTO retrosynthesis dataset with 1.9M reactions from patents (1976-2016). Predict the reactants needed to synthesize the given product. (1) Given the product [NH2:1][C:2]1[C:3]([C:7]2[N:8]([CH2:18][CH3:19])[C:9]3[C:14]([O:15][CH2:27][CH:28]4[S:33][CH2:32][CH2:31][N:30]([C:34]([O:36][C:37]([CH3:38])([CH3:40])[CH3:39])=[O:35])[CH2:29]4)=[CH:13][N:12]=[C:11]([Cl:16])[C:10]=3[N:17]=2)=[N:4][O:5][N:6]=1, predict the reactants needed to synthesize it. The reactants are: [NH2:1][C:2]1[C:3]([C:7]2[N:8]([CH2:18][CH3:19])[C:9]3[C:14]([OH:15])=[CH:13][N:12]=[C:11]([Cl:16])[C:10]=3[N:17]=2)=[N:4][O:5][N:6]=1.C(=O)([O-])[O-].[Cs+].[Cs+].Br[CH2:27][CH:28]1[S:33][CH2:32][CH2:31][N:30]([C:34]([O:36][C:37]([CH3:40])([CH3:39])[CH3:38])=[O:35])[CH2:29]1.[NH4+].[Cl-]. (2) Given the product [CH3:1][O:2][C:3](=[O:35])[CH2:4][NH:5][C:6]1[CH:11]=[CH:10][C:9]([CH2:12][N:13]2[CH:17]=[C:16]([C:18]3[CH:23]=[CH:22][C:21]([Cl:24])=[CH:20][C:19]=3[Cl:25])[N:15]=[C:14]2/[CH:26]=[CH:27]/[C:28]2[CH:33]=[CH:32][C:31]([C:42]3[CH:41]=[CH:40][CH:39]=[C:38]([C:37]([F:48])([F:47])[F:36])[CH:43]=3)=[CH:30][CH:29]=2)=[CH:8][CH:7]=1, predict the reactants needed to synthesize it. The reactants are: [CH3:1][O:2][C:3](=[O:35])[CH2:4][NH:5][C:6]1[CH:11]=[CH:10][C:9]([CH2:12][N:13]2[CH:17]=[C:16]([C:18]3[CH:23]=[CH:22][C:21]([Cl:24])=[CH:20][C:19]=3[Cl:25])[N:15]=[C:14]2/[CH:26]=[CH:27]/[C:28]2[CH:33]=[CH:32][C:31](Br)=[CH:30][CH:29]=2)=[CH:8][CH:7]=1.[F:36][C:37]([F:48])([F:47])[C:38]1[CH:39]=[C:40](B(O)O)[CH:41]=[CH:42][CH:43]=1. (3) Given the product [CH3:11][O:12][C:13]([C@@H:14]([N:10]1[CH2:9][C:8]2[CH:7]=[CH:6][S:2][C:3]=2[CH2:4][CH2:5]1)[C:15]1[CH:20]=[CH:19][CH:18]=[CH:17][C:16]=1[Cl:21])=[O:23], predict the reactants needed to synthesize it. The reactants are: Cl.[S:2]1[C:6]2=[CH:7][CH:8]=[CH:9][NH:10][CH:5]2[CH2:4][CH2:3]1.[CH3:11][O:12][C:13](=[O:23])[CH:14](Br)[C:15]1[CH:20]=[CH:19][CH:18]=[CH:17][C:16]=1[Cl:21].CN(C=O)C.C(=O)([O-])[O-].[K+].[K+]. (4) Given the product [Cl:34][C:31]1[CH:32]=[CH:33][C:7]([OH:6])=[C:8]([CH:30]=1)[C:9]([NH:11][CH2:12][C:13](=[O:29])[NH:14][C:15]1[CH:16]=[C:17]([C:25]([F:27])([F:28])[F:26])[CH:18]=[C:19]([C:21]([F:22])([F:23])[F:24])[CH:20]=1)=[O:10], predict the reactants needed to synthesize it. The reactants are: [OH-].[Na+].C([O:6][C:7]1[CH:33]=[CH:32][C:31]([Cl:34])=[CH:30][C:8]=1[C:9]([NH:11][CH2:12][C:13](=[O:29])[NH:14][C:15]1[CH:20]=[C:19]([C:21]([F:24])([F:23])[F:22])[CH:18]=[C:17]([C:25]([F:28])([F:27])[F:26])[CH:16]=1)=[O:10])(=O)C.Cl. (5) Given the product [NH:10]1[C:11]2[C:7](=[CH:6][CH:5]=[C:4]([CH2:3][C:13]#[N:14])[CH:12]=2)[CH:8]=[N:9]1, predict the reactants needed to synthesize it. The reactants are: C(=O)(OCC)O[CH:3]([C:13]#[N:14])[C:4]1[CH:12]=[C:11]2[C:7]([CH:8]=[N:9][NH:10]2)=[CH:6][CH:5]=1.[H][H]. (6) Given the product [CH3:1][O:2][C:3]([C:5]1[CH2:6][NH:7][CH2:8][CH2:9][C:10]=1[NH:11][CH:12]([C:14]1[CH:15]=[CH:16][CH:17]=[CH:18][CH:19]=1)[CH3:13])=[O:4], predict the reactants needed to synthesize it. The reactants are: [CH3:1][O:2][C:3]([C:5]1[CH2:6][N:7](CC(C=C)=CC)[CH2:8][CH2:9][C:10]=1[NH:11][CH:12]([C:14]1[CH:19]=[CH:18][CH:17]=[CH:16][CH:15]=1)[CH3:13])=[O:4]. (7) The reactants are: [C:1]1([C:7]2[N:12]=[C:11]([NH:13][C:14]3[CH:19]=[CH:18][C:17](SC)=[CH:16][CH:15]=3)[CH:10]=[C:9]([C:22]3[CH:27]=[CH:26][CH:25]=[CH:24][CH:23]=3)[N:8]=2)[CH:6]=[CH:5][CH:4]=[CH:3][CH:2]=1.O[O:29][S:30]([O-:32])=O.[K+].[CH3:34]C(C)=O.O. Given the product [C:1]1([C:7]2[N:12]=[C:11]([NH:13][C:14]3[CH:19]=[CH:18][C:17]([S:30]([CH3:34])(=[O:32])=[O:29])=[CH:16][CH:15]=3)[CH:10]=[C:9]([C:22]3[CH:23]=[CH:24][CH:25]=[CH:26][CH:27]=3)[N:8]=2)[CH:6]=[CH:5][CH:4]=[CH:3][CH:2]=1, predict the reactants needed to synthesize it. (8) Given the product [CH3:1][O:2][N:3]=[C:4]1[C:12]2[C:7](=[CH:8][C:9]([C:13]3[CH:17]=[CH:16][O:15][C:14]=3[C:18](=[O:20])/[CH:19]=[CH:23]/[N:24]([CH3:26])[CH3:25])=[CH:10][CH:11]=2)[CH2:6][CH2:5]1, predict the reactants needed to synthesize it. The reactants are: [CH3:1][O:2][N:3]=[C:4]1[C:12]2[C:7](=[CH:8][C:9]([C:13]3[CH:17]=[CH:16][O:15][C:14]=3[C:18](=[O:20])[CH3:19])=[CH:10][CH:11]=2)[CH2:6][CH2:5]1.CO[CH:23](OC)[N:24]([CH3:26])[CH3:25].